From a dataset of Full USPTO retrosynthesis dataset with 1.9M reactions from patents (1976-2016). Predict the reactants needed to synthesize the given product. (1) Given the product [CH2:2]([O:9][C:10]1[CH:15]=[CH:14][C:13]([NH:16][C:17]2[C:26]3[C:21](=[CH:22][CH:23]=[C:24]([C:33]#[C:32][Si:29]([CH3:31])([CH3:30])[CH3:28])[CH:25]=3)[N:20]=[CH:19][N:18]=2)=[CH:12][CH:11]=1)[C:3]1[CH:8]=[CH:7][CH:6]=[CH:5][CH:4]=1, predict the reactants needed to synthesize it. The reactants are: Cl.[CH2:2]([O:9][C:10]1[CH:15]=[CH:14][C:13]([NH:16][C:17]2[C:26]3[C:21](=[CH:22][CH:23]=[C:24](I)[CH:25]=3)[N:20]=[CH:19][N:18]=2)=[CH:12][CH:11]=1)[C:3]1[CH:8]=[CH:7][CH:6]=[CH:5][CH:4]=1.[CH3:28][Si:29]([C:32]#[CH:33])([CH3:31])[CH3:30].C(N(CC)CC)C. (2) Given the product [CH3:1][O:2][C:3](=[O:14])[CH2:4][C:5]1[CH:10]=[CH:9][C:8]([CH:11]=[O:16])=[C:7]([Cl:13])[CH:6]=1, predict the reactants needed to synthesize it. The reactants are: [CH3:1][O:2][C:3](=[O:14])[CH2:4][C:5]1[CH:10]=[CH:9][C:8]([C:11]#N)=[C:7]([Cl:13])[CH:6]=1.C(O)=[O:16]. (3) The reactants are: [CH3:1][O:2][C:3]1[CH:8]=[CH:7][C:6]([C:9]2[CH:17]=[CH:16][CH:15]=[C:14]3[C:10]=2[C:11]([CH:19]=O)=[CH:12][N:13]3[CH3:18])=[CH:5][CH:4]=1.[OH:21][C:22]1[C:27]2[C:28](=[O:31])[CH2:29][O:30][C:26]=2[CH:25]=[C:24]([OH:32])[CH:23]=1. Given the product [OH:21][C:22]1[C:27]2[C:28](=[O:31])/[C:29](=[CH:19]/[C:11]3[C:10]4[C:14](=[CH:15][CH:16]=[CH:17][C:9]=4[C:6]4[CH:5]=[CH:4][C:3]([O:2][CH3:1])=[CH:8][CH:7]=4)[N:13]([CH3:18])[CH:12]=3)/[O:30][C:26]=2[CH:25]=[C:24]([OH:32])[CH:23]=1, predict the reactants needed to synthesize it. (4) Given the product [CH2:51]([O:53][C:54](=[O:58])[C@@H:55]([NH:56][P:1]([O:2][CH2:3][CH:28]1[C:27]2[CH:26]=[CH:25][CH:24]=[CH:23][C:22]=2[C:21]2[C:29]1=[CH:17][CH:18]=[CH:19][CH:20]=2)([O:40][CH2:39][C@H:36]1[O:35][C@@H:34]([N:41]2[CH:48]=[CH:47][C:45]([NH2:46])=[N:44][C:42]2=[O:43])[C@:33]([CH3:32])([OH:49])[C@@H:37]1[OH:38])=[O:9])[CH3:57])[CH3:52], predict the reactants needed to synthesize it. The reactants are: [P:1]([O-])([O:9]C1C=CC=CC=1)[O:2][C:3]1C=CC=CC=1.[C:17]1(CO)[C:29]2[CH2:28][C:27]3[C:22](=[CH:23][CH:24]=[CH:25][CH:26]=3)[C:21]=2[CH:20]=[CH:19][CH:18]=1.[CH3:32][C@@:33]1([OH:49])[C@H:37]([OH:38])[C@@H:36]([CH2:39][OH:40])[O:35][C@H:34]1[N:41]1[CH:48]=[CH:47][C:45]([NH2:46])=[N:44][C:42]1=[O:43].Cl.[CH2:51]([O:53][C:54](=[O:58])[C@H:55]([CH3:57])[NH2:56])[CH3:52].CCN(CC)CC. (5) Given the product [F:1][C:2]1[CH:7]=[C:6]([NH2:8])[CH:5]=[CH:4][C:3]=1[S:11][CH3:12], predict the reactants needed to synthesize it. The reactants are: [F:1][C:2]1[CH:7]=[C:6]([N+:8]([O-])=O)[CH:5]=[CH:4][C:3]=1[S:11][CH3:12]. (6) The reactants are: [CH3:1][C:2]1([CH3:34])[C:8](=[O:9])[NH:7][C:6]2[N:10]=[CH:11][C:12](/[CH:14]=[CH:15]/[C:16]([N:18]([CH2:20][C:21]3[CH:26]=[CH:25][CH:24]=[C:23]([CH:27]([CH3:29])[CH3:28])[C:22]=3[O:30][CH2:31][CH2:32][CH3:33])[CH3:19])=[O:17])=[CH:13][C:5]=2[CH2:4][NH:3]1.[ClH:35]. Given the product [ClH:35].[CH3:34][C:2]1([CH3:1])[C:8](=[O:9])[NH:7][C:6]2[N:10]=[CH:11][C:12](/[CH:14]=[CH:15]/[C:16]([N:18]([CH2:20][C:21]3[CH:26]=[CH:25][CH:24]=[C:23]([CH:27]([CH3:29])[CH3:28])[C:22]=3[O:30][CH2:31][CH2:32][CH3:33])[CH3:19])=[O:17])=[CH:13][C:5]=2[CH2:4][NH:3]1, predict the reactants needed to synthesize it. (7) Given the product [NH2:1][CH2:4][CH2:5][CH2:6][C@@:7]1([C:26]2[CH:31]=[CH:30][CH:29]=[CH:28][CH:27]=2)[N:11]([C:12](=[O:17])[C@H:13]([O:15][CH3:16])[CH3:14])[N:10]=[C:9]([C:18]2[CH:23]=[C:22]([F:24])[CH:21]=[CH:20][C:19]=2[F:25])[S:8]1, predict the reactants needed to synthesize it. The reactants are: [N:1]([CH2:4][CH2:5][CH2:6][C@@:7]1([C:26]2[CH:31]=[CH:30][CH:29]=[CH:28][CH:27]=2)[N:11]([C:12](=[O:17])[C@H:13]([O:15][CH3:16])[CH3:14])[N:10]=[C:9]([C:18]2[CH:23]=[C:22]([F:24])[CH:21]=[CH:20][C:19]=2[F:25])[S:8]1)=[N+]=[N-].NCCC[C@]1(C2C=CC=CC=2)N(C(=O)[C@@H](OC)C)N=C(C2C=C(F)C=CC=2F)S1.NCCC[C@@]1(C2C=CC=CC=2)N(C(=O)[C@@H](OC)C)N=C(C2C=C(F)C=CC=2F)S1. (8) Given the product [Br:18][C:6]1[C:14]([C:15]#[N:16])=[C:10]2[N:11]=[CH:12][S:13][C:9]2=[CH:8][CH:7]=1, predict the reactants needed to synthesize it. The reactants are: N([O-])=O.[Na+].N[C:6]1[C:14]([C:15]#[N:16])=[C:10]2[N:11]=[CH:12][S:13][C:9]2=[CH:8][CH:7]=1.N.[BrH:18]. (9) The reactants are: [NH2:1][C:2]1[C:3]([C:7]2[NH:23][C:10]3=[CH:11][C:12]4[C:13]([CH3:22])([CH3:21])[C:14](=[O:20])[N:15]([CH2:18][CH3:19])[C:16]=4[CH:17]=[C:9]3[N:8]=2)=[N:4][NH:5][CH:6]=1.[C:24]1([CH2:30][CH2:31][C:32](Cl)=[O:33])[CH:29]=[CH:28][CH:27]=[CH:26][CH:25]=1. Given the product [CH2:18]([N:15]1[C:16]2[CH:17]=[C:9]3[N:8]=[C:7]([C:3]4[C:2]([NH:1][C:32](=[O:33])[CH2:31][CH2:30][C:24]5[CH:29]=[CH:28][CH:27]=[CH:26][CH:25]=5)=[CH:6][NH:5][N:4]=4)[NH:23][C:10]3=[CH:11][C:12]=2[C:13]([CH3:22])([CH3:21])[C:14]1=[O:20])[CH3:19], predict the reactants needed to synthesize it.